From a dataset of NCI-60 drug combinations with 297,098 pairs across 59 cell lines. Regression. Given two drug SMILES strings and cell line genomic features, predict the synergy score measuring deviation from expected non-interaction effect. (1) Drug 1: CS(=O)(=O)C1=CC(=C(C=C1)C(=O)NC2=CC(=C(C=C2)Cl)C3=CC=CC=N3)Cl. Drug 2: CNC(=O)C1=CC=CC=C1SC2=CC3=C(C=C2)C(=NN3)C=CC4=CC=CC=N4. Cell line: MDA-MB-435. Synergy scores: CSS=0.805, Synergy_ZIP=7.32, Synergy_Bliss=11.3, Synergy_Loewe=-2.78, Synergy_HSA=3.52. (2) Drug 1: CCC1(CC2CC(C3=C(CCN(C2)C1)C4=CC=CC=C4N3)(C5=C(C=C6C(=C5)C78CCN9C7C(C=CC9)(C(C(C8N6C=O)(C(=O)OC)O)OC(=O)C)CC)OC)C(=O)OC)O.OS(=O)(=O)O. Drug 2: C1CN(P(=O)(OC1)NCCCl)CCCl. Cell line: HOP-62. Synergy scores: CSS=4.28, Synergy_ZIP=-1.87, Synergy_Bliss=1.28, Synergy_Loewe=2.36, Synergy_HSA=2.36. (3) Drug 1: C1=CC=C(C=C1)NC(=O)CCCCCCC(=O)NO. Drug 2: CC1C(C(CC(O1)OC2CC(CC3=C2C(=C4C(=C3O)C(=O)C5=C(C4=O)C(=CC=C5)OC)O)(C(=O)CO)O)N)O.Cl. Cell line: SN12C. Synergy scores: CSS=38.7, Synergy_ZIP=-3.06, Synergy_Bliss=-2.97, Synergy_Loewe=-5.92, Synergy_HSA=0.379.